From a dataset of Catalyst prediction with 721,799 reactions and 888 catalyst types from USPTO. Predict which catalyst facilitates the given reaction. (1) Reactant: [NH:1]1[C:10]2[C:5](=[CH:6][CH:7]=[CH:8][C:9]=2[C:11]([OH:13])=O)[CH2:4][CH2:3][CH2:2]1.Cl.CN(C)CCCN=C=NCC.ON1C2C=CC=CC=2N=N1.C(N(CC)C(C)C)(C)C.Cl.[CH2:46]([C:48]([NH2:53])([CH2:51][CH3:52])[C:49]#[CH:50])[CH3:47]. Product: [CH2:49]([C:48]([NH:53][C:11]([C:9]1[CH:8]=[CH:7][CH:6]=[C:5]2[C:10]=1[NH:1][CH2:2][CH2:3][CH2:4]2)=[O:13])([CH2:51][CH3:52])[C:46]#[CH:47])[CH3:50]. The catalyst class is: 4. (2) Reactant: Br[C:2]1[CH:22]=[C:21]([CH3:23])[CH:20]=[CH:19][C:3]=1[O:4][C:5]1[C:14]2[C:9](=[CH:10][C:11]([O:17][CH3:18])=[C:12]([O:15][CH3:16])[CH:13]=2)[N:8]=[CH:7][CH:6]=1.C([Li])CCC.CCCCCC.[O:35]1[CH:39]=[CH:38][CH:37]=[C:36]1[C:40](Cl)=[O:41].O. Product: [CH3:16][O:15][C:12]1[CH:13]=[C:14]2[C:9](=[CH:10][C:11]=1[O:17][CH3:18])[N:8]=[CH:7][CH:6]=[C:5]2[O:4][C:3]1[CH:19]=[CH:20][C:21]([CH3:23])=[CH:22][C:2]=1[C:40]([C:36]1[O:35][CH:39]=[CH:38][CH:37]=1)=[O:41]. The catalyst class is: 7. (3) Reactant: [OH:1][CH2:2][CH:3]1[O:8][CH2:7][CH2:6][N:5]([C:9]([O:11][C:12]([CH3:15])([CH3:14])[CH3:13])=[O:10])[CH2:4]1.C(N(C(C)C)C(C)C)C.[CH3:25][S:26]([O:29]S(C)(=O)=O)(=O)=[O:27].[C:34]([O-])(O)=[O:35].[Na+]. Product: [CH3:25][S:26]([O:1][CH2:2][C:3]1([CH2:34][OH:35])[O:8][CH2:7][CH2:6][N:5]([C:9]([O:11][C:12]([CH3:15])([CH3:14])[CH3:13])=[O:10])[CH2:4]1)(=[O:29])=[O:27]. The catalyst class is: 4. (4) Reactant: Cl[S:2]([C:5]1[CH:10]=[CH:9][C:8]([S:11][C:12]2[C:20]3[CH2:19][C:18]([CH3:22])([CH3:21])[CH2:17][CH2:16][C:15]=3[N:14]([CH2:23][C:24]([O:26][CH2:27][CH3:28])=[O:25])[C:13]=2[CH3:29])=[CH:7][CH:6]=1)(=[O:4])=[O:3].[NH:30]1[CH2:34][CH2:33][CH2:32][CH2:31]1. Product: [CH3:29][C:13]1[N:14]([CH2:23][C:24]([O:26][CH2:27][CH3:28])=[O:25])[C:15]2[CH2:16][CH2:17][C:18]([CH3:22])([CH3:21])[CH2:19][C:20]=2[C:12]=1[S:11][C:8]1[CH:9]=[CH:10][C:5]([S:2]([N:30]2[CH2:34][CH2:33][CH2:32][CH2:31]2)(=[O:4])=[O:3])=[CH:6][CH:7]=1. The catalyst class is: 2. (5) Reactant: [Cl:1][C:2]1[N:7]=[C:6]2[NH:8][N:9]=[CH:10][C:5]2=[C:4]([CH:11]([F:13])[F:12])[CH:3]=1.CI.[C:16](=O)([O-])[O-].[K+].[K+].O. Product: [Cl:1][C:2]1[CH:3]=[C:4]([CH:11]([F:12])[F:13])[C:5]2[C:6](=[N:8][N:9]([CH3:16])[CH:10]=2)[N:7]=1. The catalyst class is: 3. (6) Reactant: Cl[C:2]1[N:7]=[C:6]([C:8]([O:10][CH3:11])=[O:9])[CH:5]=[N:4][CH:3]=1.[Cl:12][C:13]1[CH:14]=[C:15]2[C:21](B3OC(C)(C)C(C)(C)O3)=[CH:20][N:19]([S:31]([C:34]3[CH:39]=[CH:38][C:37]([CH3:40])=[CH:36][CH:35]=3)(=[O:33])=[O:32])[C:16]2=[N:17][CH:18]=1.C([O-])([O-])=O.[Na+].[Na+]. Product: [Cl:12][C:13]1[CH:14]=[C:15]2[C:21]([C:2]3[N:7]=[C:6]([C:8]([O:10][CH3:11])=[O:9])[CH:5]=[N:4][CH:3]=3)=[CH:20][N:19]([S:31]([C:34]3[CH:39]=[CH:38][C:37]([CH3:40])=[CH:36][CH:35]=3)(=[O:32])=[O:33])[C:16]2=[N:17][CH:18]=1. The catalyst class is: 151. (7) Reactant: O.[OH-].[Li+].[CH3:4][S:5][C:6]1[N:11]=[C:10]([C@H:12]2[CH2:16][CH2:15][CH2:14][O:13]2)[C:9]([C:17]([O:19]C)=[O:18])=[CH:8][N:7]=1. Product: [CH3:4][S:5][C:6]1[N:11]=[C:10]([C@H:12]2[CH2:16][CH2:15][CH2:14][O:13]2)[C:9]([C:17]([OH:19])=[O:18])=[CH:8][N:7]=1. The catalyst class is: 90. (8) Reactant: [H-].[Al+3].[Li+].[H-].[H-].[H-].[NH2:7][C:8]1[CH:13]=[CH:12][C:11]([S:14][C:15]2[CH:20]=[CH:19][N:18]=[C:17]([NH:21][C:22](=O)OC(C)(C)C)[CH:16]=2)=[CH:10][CH:9]=1. Product: [NH2:7][C:8]1[CH:9]=[CH:10][C:11]([S:14][C:15]2[CH:20]=[CH:19][N:18]=[C:17]([NH:21][CH3:22])[CH:16]=2)=[CH:12][CH:13]=1. The catalyst class is: 12. (9) Reactant: [CH2:1]([O:4][CH2:5][CH2:6][C:7]([OH:9])=[O:8])[CH:2]=[CH2:3].[C:10](=O)([O-])[O-].[K+].[K+].IC. Product: [CH2:1]([O:4][CH2:5][CH2:6][C:7]([O:9][CH3:10])=[O:8])[CH:2]=[CH2:3]. The catalyst class is: 21. (10) Reactant: [F:1][C:2]1([F:13])[O:6][C:5]2[CH:7]=[CH:8][CH:9]=[C:10]([NH:11]N)[C:4]=2[O:3]1.Cl.[NH:15]1[CH2:20][CH2:19][C:18](=O)[CH2:17][CH2:16]1.Cl. Product: [F:1][C:2]1([F:13])[O:6][C:5]2[CH:7]=[CH:8][C:9]3[C:17]4[CH2:16][NH:15][CH2:20][CH2:19][C:18]=4[NH:11][C:10]=3[C:4]=2[O:3]1. The catalyst class is: 714.